From a dataset of Reaction yield outcomes from USPTO patents with 853,638 reactions. Predict the reaction yield, written as a fraction of the theoretical maximum amount of product (1.0 means a 100% yield; for example, 0.34 means a 34% yield). (1) The reactants are Br[C:2]1[CH:9]=[N:8][CH:7]=[C:6]([Br:10])[C:3]=1[CH:4]=[O:5].[C:11]1(=[O:24])[C:16]2[S:17][C:18]3[CH2:23][CH2:22][CH2:21][CH2:20][C:19]=3[C:15]=2[CH2:14][CH2:13][NH:12]1.C(=O)([O-])[O-].[Cs+].[Cs+].CC1(C)C2C(=C(P(C3C=CC=CC=3)C3C=CC=CC=3)C=CC=2)OC2C(P(C3C=CC=CC=3)C3C=CC=CC=3)=CC=CC1=2. The catalyst is C1C=CC(/C=C/C(/C=C/C2C=CC=CC=2)=O)=CC=1.C1C=CC(/C=C/C(/C=C/C2C=CC=CC=2)=O)=CC=1.C1C=CC(/C=C/C(/C=C/C2C=CC=CC=2)=O)=CC=1.[Pd].[Pd].O1CCOCC1. The product is [Br:10][C:6]1[CH:7]=[N:8][CH:9]=[C:2]([N:12]2[C:11](=[O:24])[C:16]3[S:17][C:18]4[CH2:23][CH2:22][CH2:21][CH2:20][C:19]=4[C:15]=3[CH2:14][CH2:13]2)[C:3]=1[CH:4]=[O:5]. The yield is 0.700. (2) The reactants are [Cl:1][C:2]1[C:3]([N:9]=[C:10]=S)=[N:4][CH:5]=[C:6]([Cl:8])[CH:7]=1.CCN(CC)CC.Cl.Cl.[NH2:21][CH2:22][C@@:23]1([OH:31])[CH:28]2[CH2:29][CH2:30][N:25]([CH2:26][CH2:27]2)[CH2:24]1.C(N=C=NC(C)C)(C)C. The catalyst is CN(C)C=O. The product is [Cl:1][C:2]1[C:3]([NH:9][C:10]2[O:31][C@:23]3([CH2:22][N:21]=2)[CH:28]2[CH2:29][CH2:30][N:25]([CH2:26][CH2:27]2)[CH2:24]3)=[N:4][CH:5]=[C:6]([Cl:8])[CH:7]=1. The yield is 0.440. (3) The reactants are C([O:3][C:4](=[O:32])[C:5]([O:8][C:9]1[CH:14]=[CH:13][C:12]([O:15][CH2:16][CH2:17][C:18]2[N:19]=[C:20]([C:24]3[CH:29]=[CH:28][C:27]([O:30][CH3:31])=[CH:26][CH:25]=3)[O:21][C:22]=2[CH3:23])=[CH:11][CH:10]=1)([CH3:7])[CH3:6])C.[OH-].[Na+]. The catalyst is C(O)C. The product is [CH3:31][O:30][C:27]1[CH:26]=[CH:25][C:24]([C:20]2[O:21][C:22]([CH3:23])=[C:18]([CH2:17][CH2:16][O:15][C:12]3[CH:11]=[CH:10][C:9]([O:8][C:5]([CH3:6])([CH3:7])[C:4]([OH:32])=[O:3])=[CH:14][CH:13]=3)[N:19]=2)=[CH:29][CH:28]=1. The yield is 1.00.